Dataset: Forward reaction prediction with 1.9M reactions from USPTO patents (1976-2016). Task: Predict the product of the given reaction. Given the reactants [ClH:1].Cl.[CH3:3][O:4][C:5]1[C:10]([O:11][CH3:12])=[CH:9][CH:8]=[CH:7][C:6]=1[N:13]([CH:33]1[CH2:38][CH2:37][NH:36][CH2:35][CH2:34]1)[CH2:14][C:15]1[CH:20]=[CH:19][N:18]=[C:17]([C:21]2[CH:26]=[C:25]([O:27][CH3:28])[C:24]([O:29][CH3:30])=[C:23]([O:31][CH3:32])[CH:22]=2)[CH:16]=1.[Cl:39][CH2:40][C:41]1[CH:46]=[CH:45][N:44]=[C:43]([C:47]2[CH:52]=[C:51]([O:53][CH3:54])[C:50]([O:55][CH3:56])=[C:49]([O:57][CH3:58])[CH:48]=2)[CH:42]=1, predict the reaction product. The product is: [ClH:39].[ClH:1].[ClH:39].[CH3:3][O:4][C:5]1[C:10]([O:11][CH3:12])=[CH:9][CH:8]=[CH:7][C:6]=1[N:13]([CH:33]1[CH2:34][CH2:35][N:36]([CH2:40][C:41]2[CH:46]=[CH:45][N:44]=[C:43]([C:47]3[CH:52]=[C:51]([O:53][CH3:54])[C:50]([O:55][CH3:56])=[C:49]([O:57][CH3:58])[CH:48]=3)[CH:42]=2)[CH2:37][CH2:38]1)[CH2:14][C:15]1[CH:20]=[CH:19][N:18]=[C:17]([C:21]2[CH:26]=[C:25]([O:27][CH3:28])[C:24]([O:29][CH3:30])=[C:23]([O:31][CH3:32])[CH:22]=2)[CH:16]=1.